Predict the reaction yield, written as a fraction of the theoretical maximum amount of product (1.0 means a 100% yield; for example, 0.34 means a 34% yield). From a dataset of Reaction yield outcomes from USPTO patents with 853,638 reactions. (1) The reactants are Cl.[C:2]([NH2:5])(=[NH:4])[CH3:3].C[O-].[Na+].[F:9][C:10]1[CH:24]=[CH:23][C:13]([CH2:14][CH:15]([C:20](=O)[CH3:21])[C:16](OC)=[O:17])=[CH:12][CH:11]=1.O. The catalyst is CO. The product is [F:9][C:10]1[CH:11]=[CH:12][C:13]([CH2:14][C:15]2[C:16]([OH:17])=[N:4][C:2]([CH3:3])=[N:5][C:20]=2[CH3:21])=[CH:23][CH:24]=1. The yield is 0.890. (2) The catalyst is C(O)C.CCCCCC. The reactants are [CH3:1][O:2][C:3]1[CH:8]=[CH:7][C:6]([C:9]2[O:13][C:12]([CH3:14])=[C:11]([CH:15]([NH:20][C:21]3[CH:26]=[CH:25][C:24]([C:27]([N:29]([CH3:37])[CH2:30][CH2:31][C:32]([O:34]CC)=[O:33])=[O:28])=[CH:23][CH:22]=3)[CH2:16][CH:17]([CH3:19])[CH3:18])[CH:10]=2)=[CH:5][CH:4]=1. The product is [CH3:1][O:2][C:3]1[CH:8]=[CH:7][C:6]([C:9]2[O:13][C:12]([CH3:14])=[C:11]([CH:15]([NH:20][C:21]3[CH:22]=[CH:23][C:24]([C:27]([N:29]([CH3:37])[CH2:30][CH2:31][C:32]([OH:34])=[O:33])=[O:28])=[CH:25][CH:26]=3)[CH2:16][CH:17]([CH3:19])[CH3:18])[CH:10]=2)=[CH:5][CH:4]=1. The yield is 0.940. (3) The yield is 0.240. The reactants are F[C:2]1[N:33]=[CH:32][CH:31]=[CH:30][C:3]=1[C:4]([C:6]1[N:7]=[C:8]([N:16]2[CH2:22][CH2:21][CH2:20][N:19]([C:23]([O:25][C:26]([CH3:29])([CH3:28])[CH3:27])=[O:24])[CH2:18][CH2:17]2)[C:9]2[C:14]([CH:15]=1)=[CH:13][CH:12]=[CH:11][CH:10]=2)=[O:5].[OH-].[NH4+:35]. The product is [NH2:35][C:2]1[N:33]=[CH:32][CH:31]=[CH:30][C:3]=1[C:4]([C:6]1[N:7]=[C:8]([N:16]2[CH2:22][CH2:21][CH2:20][N:19]([C:23]([O:25][C:26]([CH3:29])([CH3:28])[CH3:27])=[O:24])[CH2:18][CH2:17]2)[C:9]2[C:14]([CH:15]=1)=[CH:13][CH:12]=[CH:11][CH:10]=2)=[O:5]. No catalyst specified. (4) The reactants are [CH3:1][C:2]1[CH:11]=[C:10]([C:12]2[N:16]=[CH:15][N:14]([C:17]3[CH:22]=[CH:21][C:20]([O:23][C:24]([F:27])([F:26])[F:25])=[CH:19][CH:18]=3)[N:13]=2)[CH:9]=[CH:8][C:3]=1[C:4]([O:6]C)=[O:5].CO.[OH-].[Na+].Cl. The catalyst is O.C1COCC1. The product is [CH3:1][C:2]1[CH:11]=[C:10]([C:12]2[N:16]=[CH:15][N:14]([C:17]3[CH:22]=[CH:21][C:20]([O:23][C:24]([F:27])([F:25])[F:26])=[CH:19][CH:18]=3)[N:13]=2)[CH:9]=[CH:8][C:3]=1[C:4]([OH:6])=[O:5]. The yield is 0.950.